Dataset: Retrosynthesis with 50K atom-mapped reactions and 10 reaction types from USPTO. Task: Predict the reactants needed to synthesize the given product. Given the product COC(=O)c1cccc(OC(=O)c2ccccc2)c1OCCBr, predict the reactants needed to synthesize it. The reactants are: BrCCBr.COC(=O)c1cccc(OC(=O)c2ccccc2)c1O.